Dataset: Catalyst prediction with 721,799 reactions and 888 catalyst types from USPTO. Task: Predict which catalyst facilitates the given reaction. (1) Reactant: [C:1]([NH:5][C:6]([C:8]1[C:16]2[C:11](=[N:12][CH:13]=[C:14]([C:17]3[C:25]4[C:20](=[CH:21][CH:22]=[C:23]([O:26][CH:27]([F:29])[F:28])[CH:24]=4)[N:19]([CH2:30][CH:31]4[O:36][CH2:35][CH2:34][N:33]([CH3:37])[CH2:32]4)[N:18]=3)[N:15]=2)[N:10](COCC[Si](C)(C)C)[CH:9]=1)=[O:7])([CH3:4])([CH3:3])[CH3:2].FC(F)(F)C(O)=O. Product: [C:1]([NH:5][C:6]([C:8]1[C:16]2[C:11](=[N:12][CH:13]=[C:14]([C:17]3[C:25]4[C:20](=[CH:21][CH:22]=[C:23]([O:26][CH:27]([F:29])[F:28])[CH:24]=4)[N:19]([CH2:30][CH:31]4[O:36][CH2:35][CH2:34][N:33]([CH3:37])[CH2:32]4)[N:18]=3)[N:15]=2)[NH:10][CH:9]=1)=[O:7])([CH3:4])([CH3:3])[CH3:2]. The catalyst class is: 4. (2) Product: [CH:1]([O:4][C:5]1[C:6]([N+:22]([O-:24])=[O:23])=[CH:7][C:8]([CH3:21])=[C:9]([C:11]2[CH2:20][CH2:19][C:14](=[O:15])[CH2:13][CH:12]=2)[CH:10]=1)([CH3:3])[CH3:2]. Reactant: [CH:1]([O:4][C:5]1[C:6]([N+:22]([O-:24])=[O:23])=[CH:7][C:8]([CH3:21])=[C:9]([C:11]2[CH2:20][CH2:19][C:14]3(OCC[O:15]3)[CH2:13][CH:12]=2)[CH:10]=1)([CH3:3])[CH3:2].CCCCCC.CCOC(C)=O. The catalyst class is: 137. (3) Reactant: C(OC([N:8]1[CH2:13][CH2:12][CH:11]([NH:14][C:15]2[CH:20]=[CH:19][C:18]([N+:21]([O-:23])=[O:22])=[C:17]([CH3:24])[N:16]=2)[CH2:10][CH2:9]1)=O)(C)(C)C.FC(F)(F)C(O)=O.[ClH:32]. Product: [ClH:32].[CH3:24][C:17]1[N:16]=[C:15]([NH:14][CH:11]2[CH2:10][CH2:9][NH:8][CH2:13][CH2:12]2)[CH:20]=[CH:19][C:18]=1[N+:21]([O-:23])=[O:22].[ClH:32]. The catalyst class is: 269.